From a dataset of Forward reaction prediction with 1.9M reactions from USPTO patents (1976-2016). Predict the product of the given reaction. (1) Given the reactants [CH3:1][C@:2]12[O:7][C@H:6]1[CH2:5][N:4]([C:8]([O:10][CH2:11][C:12]1[CH:17]=[CH:16][CH:15]=[CH:14][CH:13]=1)=[O:9])[CH2:3]2.[OH-].[NH4+:19], predict the reaction product. The product is: [NH2:19][C@@H:6]1[CH2:5][N:4]([C:8]([O:10][CH2:11][C:12]2[CH:17]=[CH:16][CH:15]=[CH:14][CH:13]=2)=[O:9])[CH2:3][C@:2]1([OH:7])[CH3:1]. (2) Given the reactants [F:1][C:2]1[N:10]=[C:9]2[C:5]([N:6]=[C:7]([CH2:11][C:12]3[C:20]([I:21])=[CH:19][C:15]4[O:16][CH2:17][O:18][C:14]=4[CH:13]=3)[NH:8]2)=[C:4]([NH2:22])[N:3]=1.C([O-])([O-])=O.[Cs+].[Cs+].[O:29]1[CH2:33][C:32](=[CH:34][CH2:35]CC2NC3C(N=2)=C(N)N=C(N)N=3)OC1, predict the reaction product. The product is: [NH2:22][C:4]1[N:3]=[C:2]([F:1])[N:10]=[C:9]2[C:5]=1[N:6]=[C:7]([CH2:11][C:12]1[C:20]([I:21])=[CH:19][C:15]3[O:16][CH2:17][O:18][C:14]=3[CH:13]=1)[N:8]2[CH2:35][CH2:34][CH2:32][CH2:33][OH:29]. (3) The product is: [CH:23]([N:19]1[C:18]([C:12]2[CH:13]=[C:14]3[N:10]([C:9]4[CH:26]=[C:5]([CH:3]5[CH2:2][N:1]([C:27](=[O:29])[CH3:28])[CH2:4]5)[CH:6]=[CH:7][C:8]=4[O:17][CH2:16][CH2:15]3)[N:11]=2)=[N:22][CH:21]=[N:20]1)([CH3:24])[CH3:25]. Given the reactants [NH:1]1[CH2:4][CH:3]([C:5]2[CH:6]=[CH:7][C:8]3[O:17][CH2:16][CH2:15][C:14]4[N:10]([N:11]=[C:12]([C:18]5[N:19]([CH:23]([CH3:25])[CH3:24])[N:20]=[CH:21][N:22]=5)[CH:13]=4)[C:9]=3[CH:26]=2)[CH2:2]1.[C:27](OC(=O)C)(=[O:29])[CH3:28], predict the reaction product.